Dataset: Full USPTO retrosynthesis dataset with 1.9M reactions from patents (1976-2016). Task: Predict the reactants needed to synthesize the given product. Given the product [CH2:1]([C:3]1[C:11]2[C:6](=[N:7][C:8]([CH3:24])=[C:9]([CH:19]([CH2:37][CH2:36][CH3:40])[C:20]([O:22][CH3:23])=[O:21])[C:10]=2[C:12]2[CH:17]=[CH:16][C:15]([CH3:18])=[CH:14][CH:13]=2)[S:5][C:4]=1[CH3:25])[CH3:2], predict the reactants needed to synthesize it. The reactants are: [CH2:1]([C:3]1[C:11]2[C:6](=[N:7][C:8]([CH3:24])=[C:9]([CH2:19][C:20]([O:22][CH3:23])=[O:21])[C:10]=2[C:12]2[CH:17]=[CH:16][C:15]([CH3:18])=[CH:14][CH:13]=2)[S:5][C:4]=1[CH3:25])[CH3:2].[Li+].C[Si]([N-][Si](C)(C)C)(C)C.[CH2:36]1[CH2:40]OC[CH2:37]1.ICCC.